From a dataset of Full USPTO retrosynthesis dataset with 1.9M reactions from patents (1976-2016). Predict the reactants needed to synthesize the given product. (1) The reactants are: [NH2:1][CH2:2][C@@H:3]1[CH2:8][CH2:7][CH2:6][CH2:5][N:4]1C(OC(C)(C)C)=O.[F:16][C:17]1[CH:38]=[CH:37][CH:36]=[C:35]([F:39])[C:18]=1[CH2:19][O:20][C:21]1[C:22]2[N:23]([C:28]([C:32](O)=[O:33])=[C:29]([CH3:31])[N:30]=2)[CH:24]=[C:25]([CH3:27])[CH:26]=1.CN(C(ON1N=NC2C=CC=NC1=2)=[N+](C)C)C.F[P-](F)(F)(F)(F)F.C(N(CC)C(C)C)(C)C. Given the product [F:16][C:17]1[CH:38]=[CH:37][CH:36]=[C:35]([F:39])[C:18]=1[CH2:19][O:20][C:21]1[C:22]2[N:23]([C:28]([C:32]([NH:1][CH2:2][C@@H:3]3[CH2:8][CH2:7][CH2:6][CH2:5][NH:4]3)=[O:33])=[C:29]([CH3:31])[N:30]=2)[CH:24]=[C:25]([CH3:27])[CH:26]=1, predict the reactants needed to synthesize it. (2) Given the product [CH3:1][C@H:2]1[NH:3][CH2:4][CH2:5][N:6]([S:33]([C:30]2[CH:29]=[CH:28][C:27]([O:26][C:25]([F:24])([F:37])[F:38])=[CH:32][CH:31]=2)(=[O:35])=[O:34])[CH2:7]1, predict the reactants needed to synthesize it. The reactants are: [CH3:1][C@@H:2]1[CH2:7][NH:6][CH2:5][CH2:4][N:3]1C(OC(C)(C)C)=O.CCN(C(C)C)C(C)C.[F:24][C:25]([F:38])([F:37])[O:26][C:27]1[CH:32]=[CH:31][C:30]([S:33](Cl)(=[O:35])=[O:34])=[CH:29][CH:28]=1.Cl.O1CCOCC1.